This data is from Forward reaction prediction with 1.9M reactions from USPTO patents (1976-2016). The task is: Predict the product of the given reaction. Given the reactants Br[C:2]1[N:10]([CH2:11][C:12]2[CH:17]=[CH:16][C:15]([Cl:18])=[CH:14][CH:13]=2)[C:9]2[C:8](=[O:19])[N:7]([CH2:20][CH2:21][CH2:22][O:23][CH:24]3[CH2:29][CH2:28][CH2:27][CH2:26][O:25]3)[C:6](=[O:30])[N:5]([CH3:31])[C:4]=2[N:3]=1.[CH3:32][S-:33].[Na+], predict the reaction product. The product is: [Cl:18][C:15]1[CH:16]=[CH:17][C:12]([CH2:11][N:10]2[C:9]3[C:8](=[O:19])[N:7]([CH2:20][CH2:21][CH2:22][O:23][CH:24]4[CH2:29][CH2:28][CH2:27][CH2:26][O:25]4)[C:6](=[O:30])[N:5]([CH3:31])[C:4]=3[N:3]=[C:2]2[S:33][CH3:32])=[CH:13][CH:14]=1.